Dataset: Full USPTO retrosynthesis dataset with 1.9M reactions from patents (1976-2016). Task: Predict the reactants needed to synthesize the given product. (1) Given the product [NH2:8][C:9]1[S:13][C:12]([C:14]2[C:15]([F:21])=[CH:16][CH:17]=[CH:18][C:19]=2[F:20])=[N:11][C:10]=1[C:22]([NH:25][C:26]1[C:27]([N:35]2[CH2:40][C@H:39]([CH3:41])[CH2:38][C@H:37]([NH2:42])[CH2:36]2)=[C:28]2[CH2:34][CH2:33][O:32][C:29]2=[N:30][CH:31]=1)=[O:24], predict the reactants needed to synthesize it. The reactants are: C(OC([NH:8][C:9]1[S:13][C:12]([C:14]2[C:19]([F:20])=[CH:18][CH:17]=[CH:16][C:15]=2[F:21])=[N:11][C:10]=1[C:22]([OH:24])=O)=O)(C)(C)C.[NH2:25][C:26]1[C:27]([N:35]2[CH2:40][C@H:39]([CH3:41])[CH2:38][C@H:37]([NH:42]C(=O)OC(C)(C)C)[CH2:36]2)=[C:28]2[CH2:34][CH2:33][O:32][C:29]2=[N:30][CH:31]=1.CN(C(ON1N=NC2C=CC=NC1=2)=[N+](C)C)C.F[P-](F)(F)(F)(F)F.CCN(C(C)C)C(C)C. (2) Given the product [F:1][C:2]1[CH:7]=[CH:6][C:5]([C@H:8]2[CH2:12][N:11]([S:13]([C:16]3[N:17]=[CH:18][N:19]([CH3:21])[CH:20]=3)(=[O:15])=[O:14])[CH2:10][C@@H:9]2[N:22]2[CH2:29][CH2:28][S:25](=[O:27])(=[O:26])[CH2:23][CH2:24]2)=[CH:4][CH:3]=1, predict the reactants needed to synthesize it. The reactants are: [F:1][C:2]1[CH:7]=[CH:6][C:5]([C@H:8]2[CH2:12][N:11]([S:13]([C:16]3[N:17]=[CH:18][N:19]([CH3:21])[CH:20]=3)(=[O:15])=[O:14])[CH2:10][C@@H:9]2[NH2:22])=[CH:4][CH:3]=1.[CH:23]([S:25]([CH:28]=[CH2:29])(=[O:27])=[O:26])=[CH2:24]. (3) Given the product [S:18]1[C:17]([S:14]([NH:13][C:6]2[C:7]3[C:12](=[CH:11][CH:10]=[CH:9][CH:8]=3)[C:3]([O:2][CH3:1])=[C:4]([S:22][CH2:23][C:24]([O:26][CH3:27])=[O:25])[CH:5]=2)(=[O:16])=[O:15])=[CH:21][C:20]2[CH:29]=[CH:30][CH:31]=[CH:32][C:19]1=2, predict the reactants needed to synthesize it. The reactants are: [CH3:1][O:2][C:3]1[C:12]2[C:7](=[CH:8][CH:9]=[CH:10][CH:11]=2)[C:6]([NH:13][S:14]([C:17]2[S:18][CH:19]=[CH:20][CH:21]=2)(=[O:16])=[O:15])=[CH:5][C:4]=1[S:22][CH2:23][C:24]([O:26][CH3:27])=[O:25].S1[C:32]2[CH:29]=[CH:30][CH:31]=[CH:32][C:31]=2[CH:30]=[C:29]1S(Cl)(=O)=O. (4) Given the product [CH3:25][NH:26][C:20](=[O:22])[CH2:19][N:17]1[CH:18]=[C:14]([C:3]2[N:4]=[C:5]([NH:7][C:8]3[CH:13]=[CH:12][CH:11]=[CH:10][N:9]=3)[S:6][C:2]=2[CH3:1])[CH:15]=[N:16]1, predict the reactants needed to synthesize it. The reactants are: [CH3:1][C:2]1[S:6][C:5]([NH:7][C:8]2[CH:13]=[CH:12][CH:11]=[CH:10][N:9]=2)=[N:4][C:3]=1[C:14]1[CH:15]=[N:16][N:17]([CH2:19][C:20]([O:22]CC)=O)[CH:18]=1.[CH3:25][NH2:26].